This data is from Full USPTO retrosynthesis dataset with 1.9M reactions from patents (1976-2016). The task is: Predict the reactants needed to synthesize the given product. (1) The reactants are: Br[C:2]1[C:11]2[C:6](=[CH:7][C:8]([CH2:14][CH3:15])=[C:9]([O:12][CH3:13])[CH:10]=2)[N:5]=[N:4][CH:3]=1.FC(F)(F)C(O)=O.[CH:23]1([NH:26][C:27]([C:29]2[C:33]3[CH2:34][NH:35][CH2:36][CH2:37][C:32]=3[NH:31][N:30]=2)=[O:28])[CH2:25][CH2:24]1.CC(C)([O-])C.[Na+]. Given the product [CH:23]1([NH:26][C:27]([C:29]2[C:33]3[CH2:34][N:35]([C:2]4[C:11]5[C:6](=[CH:7][C:8]([CH2:14][CH3:15])=[C:9]([O:12][CH3:13])[CH:10]=5)[N:5]=[N:4][CH:3]=4)[CH2:36][CH2:37][C:32]=3[NH:31][N:30]=2)=[O:28])[CH2:24][CH2:25]1, predict the reactants needed to synthesize it. (2) Given the product [CH2:32]([Cl:35])[Cl:36].[CH3:15][OH:16].[NH4+:2].[OH-:31].[CH3:21][N:2]([CH3:1])[C@H:3]1[CH2:4][CH2:5][C@H:6]([N:9]([CH2:19][CH3:20])[C:10]2[S:14][CH:13]=[C:12]([C:15]([NH:37][CH2:38][C:39]3[C:40](=[O:50])[NH:41][C:42]([C:46]([F:47])([F:48])[F:49])=[CH:43][C:44]=3[CH3:45])=[O:17])[C:11]=2[CH3:18])[CH2:7][CH2:8]1, predict the reactants needed to synthesize it. The reactants are: [CH3:1][N:2]([CH3:21])[C@H:3]1[CH2:8][CH2:7][C@H:6]([N:9]([CH2:19][CH3:20])[C:10]2[S:14][CH:13]=[C:12]([C:15]([OH:17])=[O:16])[C:11]=2[CH3:18])[CH2:5][CH2:4]1.C1C=NC2N([OH:31])N=NC=2C=1.[CH2:32]([Cl:35])CCl.[ClH:36].[NH2:37][CH2:38][C:39]1[C:40](=[O:50])[NH:41][C:42]([C:46]([F:49])([F:48])[F:47])=[CH:43][C:44]=1[CH3:45].CN1CCOCC1.[NH4+].[OH-]. (3) Given the product [NH2:11][CH:4]([CH:5]1[CH2:6][CH2:7][O:8][CH2:9][CH2:10]1)[C:3]([O:2][CH3:1])=[O:22], predict the reactants needed to synthesize it. The reactants are: [CH3:1][O:2][C:3](=[O:22])[C:4]([NH:11]C(OCC1C=CC=CC=1)=O)=[C:5]1[CH2:10][CH2:9][O:8][CH2:7][CH2:6]1.[H][H]. (4) Given the product [CH2:16]([O:15][C:13]([C:12]1[N:1]=[C:2]2[CH:7]=[C:6]([C:8]#[N:9])[CH:5]=[CH:4][N:3]2[CH:11]=1)=[O:14])[CH3:17], predict the reactants needed to synthesize it. The reactants are: [NH2:1][C:2]1[CH:7]=[C:6]([C:8]#[N:9])[CH:5]=[CH:4][N:3]=1.Br[CH2:11][C:12](=O)[C:13]([O:15][CH2:16][CH3:17])=[O:14]. (5) The reactants are: [Cl:1][C:2]1[CH:3]=[C:4]([C:30]2[CH2:31][CH2:32][C:33](=[O:36])[NH:34][N:35]=2)[CH:5]=[CH:6][C:7]=1[O:8][CH2:9][C:10]([N:12]1[CH2:17][CH2:16][CH:15]([NH:18][CH2:19][C@H:20]([OH:29])[CH2:21][O:22][C:23]2[CH:28]=[CH:27][CH:26]=[CH:25][CH:24]=2)[CH2:14][CH2:13]1)=[O:11].[CH3:37]C1C=CC=CC=1O. Given the product [Cl:1][C:2]1[CH:3]=[C:4]([C:30]2[CH2:31][CH2:32][C:33](=[O:36])[NH:34][N:35]=2)[CH:5]=[CH:6][C:7]=1[O:8][CH2:9][C:10]([N:12]1[CH2:13][CH2:14][CH:15]([NH:18][CH2:19][CH:20]([OH:29])[CH2:21][O:22][C:23]2[CH:24]=[CH:25][CH:26]=[CH:27][C:28]=2[CH3:37])[CH2:16][CH2:17]1)=[O:11], predict the reactants needed to synthesize it.